From a dataset of Reaction yield outcomes from USPTO patents with 853,638 reactions. Predict the reaction yield, written as a fraction of the theoretical maximum amount of product (1.0 means a 100% yield; for example, 0.34 means a 34% yield). (1) The reactants are I[C:2]1[CH:3]=[CH:4][C:5]([N:8]2[CH:12]=[CH:11][C:10]([CH:13]([C:15]3[CH:32]=[CH:31][C:18]4[N:19]([CH2:23][O:24][CH2:25][CH2:26][Si:27]([CH3:30])([CH3:29])[CH3:28])[C:20](=[O:22])[S:21][C:17]=4[CH:16]=3)[CH3:14])=[N:9]2)=[N:6][CH:7]=1.[CH3:33][N:34]1[CH:38]=[CH:37][NH:36][C:35]1=[S:39].[OH-].[K+]. The catalyst is O1CCOCC1. The product is [CH3:33][N:34]1[CH:38]=[CH:37][N:36]=[C:35]1[S:39][C:2]1[CH:3]=[CH:4][C:5]([N:8]2[CH:12]=[CH:11][C:10]([CH:13]([C:15]3[CH:32]=[CH:31][C:18]4[N:19]([CH2:23][O:24][CH2:25][CH2:26][Si:27]([CH3:30])([CH3:29])[CH3:28])[C:20](=[O:22])[S:21][C:17]=4[CH:16]=3)[CH3:14])=[N:9]2)=[N:6][CH:7]=1. The yield is 0.930. (2) The reactants are Cl.[NH2:2][CH2:3][C:4]1[CH:5]=[C:6]2[C:10](=[CH:11][CH:12]=1)[C:9](=[O:13])[N:8]([C:14]1([CH3:22])[CH2:19][CH2:18][C:17](=[O:20])[NH:16][C:15]1=[O:21])[C:7]2=[O:23].[Cl:24][C:25]1[CH:26]=[C:27]([N:32]=[C:33]=[O:34])[CH:28]=[CH:29][C:30]=1[CH3:31].C(N(CC)CC)C.Cl. The catalyst is C1COCC1. The product is [Cl:24][C:25]1[CH:26]=[C:27]([NH:32][C:33]([NH:2][CH2:3][C:4]2[CH:5]=[C:6]3[C:10](=[CH:11][CH:12]=2)[C:9](=[O:13])[N:8]([C:14]2([CH3:22])[CH2:19][CH2:18][C:17](=[O:20])[NH:16][C:15]2=[O:21])[C:7]3=[O:23])=[O:34])[CH:28]=[CH:29][C:30]=1[CH3:31]. The yield is 0.580. (3) The reactants are Cl[C:2]1[N:7]=[C:6]([N:8]2[CH2:14][C@H:13]3[N:15]([C:16]([CH:18]4[CH2:20][CH2:19]4)=[O:17])[C@H:10]([CH2:11][CH2:12]3)[CH2:9]2)[CH:5]=[CH:4][N:3]=1.[NH:21]1[CH:25]=[C:24]([NH2:26])[CH:23]=[N:22]1. The catalyst is CC(O)C.[CH]Cl. The product is [CH:18]1([C:16]([N:15]2[C@H:13]3[CH2:12][CH2:11][C@@H:10]2[CH2:9][N:8]([C:6]2[CH:5]=[CH:4][N:3]=[C:2]([NH:26][C:24]4[CH:25]=[N:21][NH:22][CH:23]=4)[N:7]=2)[CH2:14]3)=[O:17])[CH2:20][CH2:19]1. The yield is 0.290. (4) The reactants are [CH3:1][O:2][C:3]([C:5]1[C:10]([OH:11])=[CH:9][CH:8]=[CH:7][N:6]=1)=[O:4].[C:12]([O-])([O-])=O.[K+].[K+].CI.CN(C=O)C. The catalyst is CCOC(C)=O.O. The product is [CH3:1][O:2][C:3]([C:5]1[C:10]([O:11][CH3:12])=[CH:9][CH:8]=[CH:7][N:6]=1)=[O:4]. The yield is 0.540.